The task is: Predict the reaction yield, written as a fraction of the theoretical maximum amount of product (1.0 means a 100% yield; for example, 0.34 means a 34% yield).. This data is from Reaction yield outcomes from USPTO patents with 853,638 reactions. (1) The reactants are C(NC(C)C)(C)C.C([Li])CCC.[C:13]([O:16][CH3:17])(=[O:15])[CH3:14].[CH2:18]([O:22][C:23]1[CH:28]=[CH:27][C:26](/[C:29](=[N:31]\[S:32]([C:34]([CH3:37])([CH3:36])[CH3:35])=[O:33])/[CH3:30])=[CH:25][CH:24]=1)[CH2:19][CH2:20][CH3:21]. The catalyst is C1COCC1.CC(C)[O-].CC(C)[O-].CC(C)[O-].Cl[Ti+3]. The product is [CH2:18]([O:22][C:23]1[CH:28]=[CH:27][C:26]([C:29]([NH:31][S:32]([C:34]([CH3:36])([CH3:35])[CH3:37])=[O:33])([CH3:30])[CH2:14][C:13]([O:16][CH3:17])=[O:15])=[CH:25][CH:24]=1)[CH2:19][CH2:20][CH3:21]. The yield is 0.870. (2) The reactants are [Br:1][C:2]1[C:3]([CH3:9])=[N:4][C:5](Br)=[CH:6][CH:7]=1.[Cu][C:11]#[N:12].[C-]#N.[Na+].CN(C)C=O. The product is [Br:1][C:2]1[CH:7]=[CH:6][C:5]([C:11]#[N:12])=[N:4][C:3]=1[CH3:9]. The yield is 0.450. The catalyst is C(O)C. (3) The reactants are [Cl:1][C:2]1[C:3]([O:10][CH:11]([CH3:13])[CH3:12])=[C:4]([CH2:8][OH:9])[CH:5]=[CH:6][CH:7]=1. The catalyst is C1C=CC=CC=1.O=[Mn]=O. The product is [Cl:1][C:2]1[C:3]([O:10][CH:11]([CH3:13])[CH3:12])=[C:4]([CH:5]=[CH:6][CH:7]=1)[CH:8]=[O:9]. The yield is 0.310.